From a dataset of Full USPTO retrosynthesis dataset with 1.9M reactions from patents (1976-2016). Predict the reactants needed to synthesize the given product. Given the product [CH2-:2][C:1]([CH3:3])=[O:5].[O-:42][S:39]([C:38]([F:44])([F:43])[F:37])(=[O:41])=[O:40], predict the reactants needed to synthesize it. The reactants are: [C:1]([O:5]C(=O)NC1(CCC2C=CC(O)=C(C(F)(F)F)C=2)CO[C:1]([CH3:3])([CH3:2])[O:5]C1)(C)([CH3:3])[CH3:2].C(N(CC)CC)C.[F:37][C:38]([F:44])([F:43])[S:39]([OH:42])(=[O:41])=[O:40].O.